Dataset: hERG Central: cardiac toxicity at 1µM, 10µM, and general inhibition. Task: Predict hERG channel inhibition at various concentrations. (1) The compound is O=C(COC(=O)CCC(=O)c1cccs1)Nc1cc(S(=O)(=O)N2CCOCC2)ccc1Cl. Results: hERG_inhib (hERG inhibition (general)): blocker. (2) The molecule is CCCN(CCC)CCCNC(=S)Nc1ccc2nc(N3CCCC3)cc(C)c2c1. Results: hERG_inhib (hERG inhibition (general)): blocker. (3) The drug is CC(=O)c1cc(CN2CCC(n3nccc3NC(=O)c3ccccc3C)CC2)cs1. Results: hERG_inhib (hERG inhibition (general)): blocker. (4) The drug is OCCCNc1c2ccccc2nc2ccccc12. Results: hERG_inhib (hERG inhibition (general)): blocker. (5) The compound is CCCCn1c(CCC)nc([N+](=O)[O-])c1Sc1ccc(Cl)cn1. Results: hERG_inhib (hERG inhibition (general)): blocker. (6) The compound is O=C(c1ccco1)N1CCN(c2ncnc3scc(-c4cccs4)c23)CC1. Results: hERG_inhib (hERG inhibition (general)): blocker.